This data is from Catalyst prediction with 721,799 reactions and 888 catalyst types from USPTO. The task is: Predict which catalyst facilitates the given reaction. Reactant: [Cl:1][C:2]1[C:7]([Cl:8])=[C:6]([N+:9]([O-])=O)[C:5]([Cl:12])=[C:4]([Cl:13])[N:3]=1.[CH2:14]([O:21][C:22]([N:24]1[CH2:29][CH2:28][C@H:27]([CH2:30]N)[C@H:26]([OH:32])[CH2:25]1)=[O:23])[C:15]1[CH:20]=[CH:19][CH:18]=[CH:17][CH:16]=1.CN1CCOCC1. Product: [CH2:14]([O:21][C:22]([N:24]1[CH2:29][CH2:28][CH:27]([CH2:30][NH:9][C:6]2[C:7]([Cl:8])=[C:2]([Cl:1])[N:3]=[C:4]([Cl:13])[C:5]=2[Cl:12])[CH:26]([OH:32])[CH2:25]1)=[O:23])[C:15]1[CH:20]=[CH:19][CH:18]=[CH:17][CH:16]=1. The catalyst class is: 1.